Dataset: Serine/threonine kinase 33 screen with 319,792 compounds. Task: Binary Classification. Given a drug SMILES string, predict its activity (active/inactive) in a high-throughput screening assay against a specified biological target. (1) The compound is O(c1cc2c(cc1)C(=O)NC2=O)c1ccc(N)cc1. The result is 0 (inactive). (2) The molecule is S1\C(C(=O)N(CC(=O)Nc2ccc(O)cc2)C1=O)=C/c1cc(OC)c(OC)cc1. The result is 0 (inactive).